Dataset: Reaction yield outcomes from USPTO patents with 853,638 reactions. Task: Predict the reaction yield, written as a fraction of the theoretical maximum amount of product (1.0 means a 100% yield; for example, 0.34 means a 34% yield). (1) The reactants are Br[C:2]1[CH:3]=[CH:4][C:5]([F:21])=[C:6]([C@:8]2([CH2:19][F:20])[CH2:13][C@@H:12]([C:14]([F:17])([F:16])[F:15])[O:11][C:10]([NH2:18])=[N:9]2)[CH:7]=1.C(N(CC)CC)C.[CH2:29]([Si:31]([CH2:36][CH3:37])([CH2:34][CH3:35])[C:32]#[CH:33])[CH3:30]. The catalyst is [Cu]I.C1COCC1. The product is [F:21][C:5]1[CH:4]=[CH:3][C:2]([C:30]#[C:29][Si:31]([CH2:36][CH3:37])([CH2:34][CH3:35])[CH2:32][CH3:33])=[CH:7][C:6]=1[C@:8]1([CH2:19][F:20])[CH2:13][C@@H:12]([C:14]([F:17])([F:16])[F:15])[O:11][C:10]([NH2:18])=[N:9]1. The yield is 0.760. (2) The reactants are [CH3:1][O:2][C:3]1[C:4](=[O:25])[C:5]([CH3:24])=[C:6]([CH2:12][C:13]2[CH:18]=[CH:17][CH:16]=[CH:15][C:14]=2[CH2:19][CH2:20][C:21]([OH:23])=O)[C:7](=[O:11])[C:8]=1[O:9][CH3:10].[CH:26]([NH2:29])([CH3:28])[CH3:27]. No catalyst specified. The product is [CH3:1][O:2][C:3]1[C:4](=[O:25])[C:5]([CH3:24])=[C:6]([CH2:12][C:13]2[CH:18]=[CH:17][CH:16]=[CH:15][C:14]=2[CH2:19][CH2:20][C:21]([NH:29][CH:26]([CH3:28])[CH3:27])=[O:23])[C:7](=[O:11])[C:8]=1[O:9][CH3:10]. The yield is 0.270. (3) The reactants are C[C:2]1[CH:7]=[CH:6][C:5]([N+:8]([O-])=O)=[CH:4][C:3]=1[O:11][CH3:12].[CH2:13](O)C. The catalyst is [Pd]. The product is [CH3:13][C:6]1[CH:7]=[CH:2][C:3]([O:11][CH3:12])=[CH:4][C:5]=1[NH2:8]. The yield is 0.970. (4) The reactants are [CH3:1][O:2][C:3]1[CH:14]=[CH:13][C:6]([CH2:7][O:8][CH2:9][C:10]([OH:12])=O)=[CH:5][CH:4]=1.Cl.[CH3:16][NH:17][O:18][CH3:19].F[P-](F)(F)(F)(F)F.N1(O[P+](N(C)C)(N(C)C)N(C)C)C2C=CC=CC=2N=N1. The catalyst is C(Cl)Cl. The product is [CH3:19][O:18][N:17]([CH3:16])[C:10](=[O:12])[CH2:9][O:8][CH2:7][C:6]1[CH:5]=[CH:4][C:3]([O:2][CH3:1])=[CH:14][CH:13]=1. The yield is 0.690. (5) The reactants are [NH2:1][C:2]1[C:11]2[C:6](=[C:7](Br)[CH:8]=[CH:9][CH:10]=2)[N:5]=[N:4][C:3]=1[C:13]([NH:15][CH2:16][CH2:17][CH3:18])=[O:14].[CH3:19][O:20][C:21]1[CH:26]=[CH:25][C:24]([CH3:27])=[CH:23][C:22]=1B(O)O. No catalyst specified. The product is [NH2:1][C:2]1[C:11]2[C:6](=[C:7]([C:22]3[CH:23]=[C:24]([CH3:27])[CH:25]=[CH:26][C:21]=3[O:20][CH3:19])[CH:8]=[CH:9][CH:10]=2)[N:5]=[N:4][C:3]=1[C:13]([NH:15][CH2:16][CH2:17][CH3:18])=[O:14]. The yield is 0.830. (6) The reactants are [Cl:1][C:2]1[CH:3]=[CH:4][C:5]([S:9][CH3:10])=[C:6]([CH:8]=1)[NH2:7].[O:11]1[C:15]2[CH:16]=[CH:17][CH:18]=[CH:19][C:14]=2[CH:13]=[C:12]1[S:20](Cl)(=[O:22])=[O:21]. No catalyst specified. The product is [Cl:1][C:2]1[CH:3]=[CH:4][C:5]([S:9][CH3:10])=[C:6]([NH:7][S:20]([C:12]2[O:11][C:15]3[CH:16]=[CH:17][CH:18]=[CH:19][C:14]=3[CH:13]=2)(=[O:21])=[O:22])[CH:8]=1. The yield is 0.600.